This data is from Catalyst prediction with 721,799 reactions and 888 catalyst types from USPTO. The task is: Predict which catalyst facilitates the given reaction. Reactant: [Br:1][C:2]1[CH:10]=[CH:9][C:8]2[NH:7][C:6]3[C:11](Cl)=[N:12][C:13]([Cl:15])=[N:14][C:5]=3[C:4]=2[CH:3]=1.[CH3:17][CH2:18][O-:19].[Na+]. Product: [Br:1][C:2]1[CH:10]=[CH:9][C:8]2[NH:7][C:6]3[C:11]([O:19][CH2:18][CH3:17])=[N:12][C:13]([Cl:15])=[N:14][C:5]=3[C:4]=2[CH:3]=1. The catalyst class is: 8.